Dataset: Full USPTO retrosynthesis dataset with 1.9M reactions from patents (1976-2016). Task: Predict the reactants needed to synthesize the given product. Given the product [CH3:37][CH:36]([CH3:38])[CH2:35][C@H:11]([NH:10][C:9]([C@H:8]1[O:7][C@@H:6]1[C:4]([OH:5])=[O:3])=[O:39])[C:12](=[O:34])[NH:13][CH2:14][CH2:15][CH2:16][CH2:17][NH:18][C:19](=[O:33])[CH2:20][CH2:21][CH2:22][CH2:23][C@H:24]1[C@@H:31]2[C@@H:27]([NH:28][C:29](=[O:32])[NH:30]2)[CH2:26][S:25]1, predict the reactants needed to synthesize it. The reactants are: C([O:3][C:4]([C@@H:6]1[C@H:8]([C:9](=[O:39])[NH:10][C@@H:11]([CH2:35][CH:36]([CH3:38])[CH3:37])[C:12](=[O:34])[NH:13][CH2:14][CH2:15][CH2:16][CH2:17][NH:18][C:19](=[O:33])[CH2:20][CH2:21][CH2:22][CH2:23][C@H:24]2[C@@H:31]3[C@@H:27]([NH:28][C:29](=[O:32])[NH:30]3)[CH2:26][S:25]2)[O:7]1)=[O:5])C.[Li+].[OH-].